This data is from Forward reaction prediction with 1.9M reactions from USPTO patents (1976-2016). The task is: Predict the product of the given reaction. (1) Given the reactants O[CH2:2][C:3]1[C:11]([C:12]2[CH:13]=[N:14][N:15]([CH3:17])[CH:16]=2)=[CH:10][CH:9]=[C:8]2[C:4]=1[CH2:5][CH2:6][N:7]2[C:18]([O:20][C:21]([CH3:24])([CH3:23])[CH3:22])=[O:19], predict the reaction product. The product is: [CH3:2][C:3]1[C:11]([C:12]2[CH:13]=[N:14][N:15]([CH3:17])[CH:16]=2)=[CH:10][CH:9]=[C:8]2[C:4]=1[CH2:5][CH2:6][N:7]2[C:18]([O:20][C:21]([CH3:24])([CH3:23])[CH3:22])=[O:19]. (2) Given the reactants Cl[C:2]1[CH:3]=[C:4]([C:17]2[N:22]=[C:21]([CH3:23])[N:20]=[C:19]([N:24](CC3C=CC(OC)=CC=3)CC3C=CC(OC)=CC=3)[N:18]=2)[C:5]([NH:8][C:9]2[CH:10]=[N:11][C:12]([O:15][CH3:16])=[CH:13][CH:14]=2)=[N:6][CH:7]=1.[CH3:43][C:44]1[N:49]=[CH:48][C:47](B(O)O)=[CH:46][CH:45]=1, predict the reaction product. The product is: [NH2:24][C:19]1[N:20]=[C:21]([CH3:23])[N:22]=[C:17]([C:4]2[CH:3]=[C:2]([C:47]3[CH:48]=[N:49][C:44]([CH3:43])=[CH:45][CH:46]=3)[CH:7]=[N:6][C:5]=2[NH:8][C:9]2[CH:10]=[N:11][C:12]([O:15][CH3:16])=[CH:13][CH:14]=2)[N:18]=1. (3) Given the reactants [Br:1][C:2]1[CH:9]=[CH:8][C:5]([CH:6]=O)=[CH:4][C:3]=1[CH3:10].Cl.[NH2:12][OH:13].C([O-])(=O)C.[Na+].O, predict the reaction product. The product is: [Br:1][C:2]1[CH:9]=[CH:8][C:5]([CH:6]=[N:12][OH:13])=[CH:4][C:3]=1[CH3:10]. (4) The product is: [CH3:16][O:17][C:18]1[CH:25]=[CH:24][C:21]([CH2:22][O:23][C:3]2[CH:2]=[CH:7][N:6]=[C:5]([C:8]#[N:9])[CH:4]=2)=[CH:20][CH:19]=1. Given the reactants Br[C:2]1[CH:3]=[CH:4][C:5]([C:8]#[N:9])=[N:6][CH:7]=1.C(=O)([O-])[O-].[Cs+].[Cs+].[CH3:16][O:17][C:18]1[CH:25]=[CH:24][C:21]([CH2:22][OH:23])=[CH:20][CH:19]=1.N1C2C(=CC=C3C=2N=CC=C3)C=CC=1, predict the reaction product. (5) Given the reactants [NH2:1][C:2]1[C:3]([C:13]([OH:15])=[O:14])=[N:4][C:5](Br)=[C:6]([C:8]([F:11])([F:10])[F:9])[CH:7]=1.[F:16][C:17]1[CH:22]=[CH:21][C:20](B(O)O)=[CH:19][CH:18]=1.C([O-])([O-])=O.[Cs+].[Cs+], predict the reaction product. The product is: [NH2:1][C:2]1[C:3]([C:13]([OH:15])=[O:14])=[N:4][C:5]([C:20]2[CH:21]=[CH:22][C:17]([F:16])=[CH:18][CH:19]=2)=[C:6]([C:8]([F:11])([F:10])[F:9])[CH:7]=1. (6) The product is: [Cl:5][C:6]1[CH:37]=[CH:36][C:9]([CH2:10][O:11][C:12]2[CH:17]=[CH:16][N:15]([C:18]3[CH:19]=[CH:20][C:21]4[N:25]=[C:24]([CH:26]5[CH2:28][CH:27]5[C:29]([OH:31])([CH2:1][CH3:2])[CH2:38][CH3:39])[N:23]([CH3:33])[C:22]=4[CH:34]=3)[C:14](=[O:35])[CH:13]=2)=[CH:8][CH:7]=1. Given the reactants [CH2:1]([Mg]Br)[CH3:2].[Cl:5][C:6]1[CH:37]=[CH:36][C:9]([CH2:10][O:11][C:12]2[CH:17]=[CH:16][N:15]([C:18]3[CH:19]=[CH:20][C:21]4[N:25]=[C:24]([CH:26]5[CH2:28][CH:27]5[C:29]([O:31]C)=O)[N:23]([CH3:33])[C:22]=4[CH:34]=3)[C:14](=[O:35])[CH:13]=2)=[CH:8][CH:7]=1.[CH2:38]1COC[CH2:39]1, predict the reaction product. (7) Given the reactants [NH2:1][C:2]1[C:11]([I:12])=[CH:10][C:5]([C:6](OC)=[O:7])=[CH:4][N:3]=1.CC(C[AlH]CC(C)C)C, predict the reaction product. The product is: [NH2:1][C:2]1[N:3]=[CH:4][C:5]([CH2:6][OH:7])=[CH:10][C:11]=1[I:12].